This data is from Reaction yield outcomes from USPTO patents with 853,638 reactions. The task is: Predict the reaction yield, written as a fraction of the theoretical maximum amount of product (1.0 means a 100% yield; for example, 0.34 means a 34% yield). The reactants are C([O:8][CH2:9][C@@H:10]1[O:15][CH2:14][CH2:13][N:12]([C:16]([O:18][C:19]([CH3:22])([CH3:21])[CH3:20])=[O:17])[CH2:11]1)C1C=CC=CC=1. The catalyst is CCO.[Pd]. The product is [OH:8][CH2:9][C@@H:10]1[O:15][CH2:14][CH2:13][N:12]([C:16]([O:18][C:19]([CH3:22])([CH3:21])[CH3:20])=[O:17])[CH2:11]1. The yield is 0.990.